Dataset: NCI-60 drug combinations with 297,098 pairs across 59 cell lines. Task: Regression. Given two drug SMILES strings and cell line genomic features, predict the synergy score measuring deviation from expected non-interaction effect. (1) Drug 1: C1C(C(OC1N2C=C(C(=O)NC2=O)F)CO)O. Drug 2: C1CC(=O)NC(=O)C1N2C(=O)C3=CC=CC=C3C2=O. Cell line: CCRF-CEM. Synergy scores: CSS=35.1, Synergy_ZIP=0.642, Synergy_Bliss=-0.0587, Synergy_Loewe=-45.1, Synergy_HSA=-1.27. (2) Drug 1: C1=CC(=CC=C1CCCC(=O)O)N(CCCl)CCCl. Drug 2: CC=C1C(=O)NC(C(=O)OC2CC(=O)NC(C(=O)NC(CSSCCC=C2)C(=O)N1)C(C)C)C(C)C. Cell line: MCF7. Synergy scores: CSS=46.9, Synergy_ZIP=5.51, Synergy_Bliss=2.76, Synergy_Loewe=1.90, Synergy_HSA=6.22. (3) Drug 1: C1=C(C(=O)NC(=O)N1)F. Drug 2: C1=CC=C(C=C1)NC(=O)CCCCCCC(=O)NO. Cell line: COLO 205. Synergy scores: CSS=58.8, Synergy_ZIP=-6.13, Synergy_Bliss=-11.6, Synergy_Loewe=-9.52, Synergy_HSA=-9.11. (4) Drug 1: C1CCC(C1)C(CC#N)N2C=C(C=N2)C3=C4C=CNC4=NC=N3. Drug 2: CC1C(C(CC(O1)OC2CC(CC3=C2C(=C4C(=C3O)C(=O)C5=C(C4=O)C(=CC=C5)OC)O)(C(=O)CO)O)N)O.Cl. Cell line: NCI-H322M. Synergy scores: CSS=35.3, Synergy_ZIP=0.303, Synergy_Bliss=0.633, Synergy_Loewe=-28.2, Synergy_HSA=0.666. (5) Drug 1: C1=CC(=CC=C1C#N)C(C2=CC=C(C=C2)C#N)N3C=NC=N3. Drug 2: CN1C(=O)N2C=NC(=C2N=N1)C(=O)N. Cell line: A549. Synergy scores: CSS=-5.27, Synergy_ZIP=4.97, Synergy_Bliss=7.10, Synergy_Loewe=-5.93, Synergy_HSA=-5.61. (6) Synergy scores: CSS=9.10, Synergy_ZIP=-2.89, Synergy_Bliss=-8.10, Synergy_Loewe=-24.1, Synergy_HSA=-7.25. Drug 1: CC12CCC(CC1=CCC3C2CCC4(C3CC=C4C5=CN=CC=C5)C)O. Drug 2: CC12CCC3C(C1CCC2=O)CC(=C)C4=CC(=O)C=CC34C. Cell line: MDA-MB-231. (7) Drug 1: CCC(=C(C1=CC=CC=C1)C2=CC=C(C=C2)OCCN(C)C)C3=CC=CC=C3.C(C(=O)O)C(CC(=O)O)(C(=O)O)O. Drug 2: CN(C(=O)NC(C=O)C(C(C(CO)O)O)O)N=O. Cell line: TK-10. Synergy scores: CSS=2.84, Synergy_ZIP=-1.77, Synergy_Bliss=-1.67, Synergy_Loewe=-9.65, Synergy_HSA=-4.45. (8) Drug 1: C1=NC2=C(N=C(N=C2N1C3C(C(C(O3)CO)O)F)Cl)N. Drug 2: CC(C)(C#N)C1=CC(=CC(=C1)CN2C=NC=N2)C(C)(C)C#N. Cell line: LOX IMVI. Synergy scores: CSS=-0.175, Synergy_ZIP=1.93, Synergy_Bliss=0.986, Synergy_Loewe=-0.877, Synergy_HSA=-0.202. (9) Drug 1: CC(C)NC(=O)C1=CC=C(C=C1)CNNC.Cl. Drug 2: COC1=C2C(=CC3=C1OC=C3)C=CC(=O)O2. Cell line: OVCAR3. Synergy scores: CSS=-4.87, Synergy_ZIP=13.3, Synergy_Bliss=-1.76, Synergy_Loewe=-8.32, Synergy_HSA=-6.90.